Task: Regression. Given two drug SMILES strings and cell line genomic features, predict the synergy score measuring deviation from expected non-interaction effect.. Dataset: NCI-60 drug combinations with 297,098 pairs across 59 cell lines (1) Drug 1: CN(C)C1=NC(=NC(=N1)N(C)C)N(C)C. Drug 2: CCC1=C2CN3C(=CC4=C(C3=O)COC(=O)C4(CC)O)C2=NC5=C1C=C(C=C5)O. Cell line: T-47D. Synergy scores: CSS=22.9, Synergy_ZIP=1.40, Synergy_Bliss=-0.398, Synergy_Loewe=-29.1, Synergy_HSA=-3.35. (2) Drug 1: CCN(CC)CCNC(=O)C1=C(NC(=C1C)C=C2C3=C(C=CC(=C3)F)NC2=O)C. Drug 2: C1CC(CCC1OC2=C(C(=CC=C2)Cl)F)(CC3=NC(=CC=C3)NC4=NC=CS4)C(=O)O. Cell line: T-47D. Synergy scores: CSS=17.2, Synergy_ZIP=7.97, Synergy_Bliss=9.81, Synergy_Loewe=0.386, Synergy_HSA=7.90.